Predict the reaction yield, written as a fraction of the theoretical maximum amount of product (1.0 means a 100% yield; for example, 0.34 means a 34% yield). From a dataset of Reaction yield outcomes from USPTO patents with 853,638 reactions. (1) The reactants are [F:1][C:2]([F:10])([F:9])[C:3]([C:5]([F:8])([F:7])[F:6])=[O:4].[CH3:11][C:12](=[CH2:14])[CH3:13].C(=O)=O.CC(O)C. No catalyst specified. The product is [F:1][C:2]([F:10])([F:9])[C:3]([C:5]([F:8])([F:7])[F:6])([OH:4])[CH2:13][C:12]([CH3:14])=[CH2:11]. The yield is 0.830. (2) The reactants are C([NH:8][C:9]1[C:10]([CH3:19])=[CH:11][C:12]2[O:16][CH2:15][CH2:14][C:13]=2[C:17]=1[CH3:18])C1C=CC=CC=1. The catalyst is C(OCC)(=O)C.CCCCCC. The product is [CH3:18][C:17]1[C:13]2[CH2:14][CH2:15][O:16][C:12]=2[CH:11]=[C:10]([CH3:19])[C:9]=1[NH2:8]. The yield is 0.860. (3) The product is [NH2:30][C:29]1[S:28][C:27]([C:45]2[CH:44]=[CH:43][CH:42]=[C:41]([CH2:39][CH3:40])[CH:46]=2)=[N:26][C:25]=1[C:23]([NH:22][C:17]1[CH:18]=[N:19][N:20]([CH3:21])[C:16]=1[N:13]1[CH2:14][CH2:15][CH:10]([CH2:9][NH2:8])[CH2:11][CH2:12]1)=[O:24]. The yield is 0.290. The reactants are C(OC([NH:8][CH2:9][CH:10]1[CH2:15][CH2:14][N:13]([C:16]2[N:20]([CH3:21])[N:19]=[CH:18][C:17]=2[NH:22][C:23]([C:25]2[N:26]=[C:27](Br)[S:28][C:29]=2[NH:30]C(=O)OC(C)(C)C)=[O:24])[CH2:12][CH2:11]1)=O)CCC.[CH2:39]([C:41]1[CH:42]=[C:43](B(O)O)[CH:44]=[CH:45][CH:46]=1)[CH3:40]. No catalyst specified. (4) The reactants are [Cl:1][C:2]1[CH:7]=[C:6]([N+:8]([O-:10])=[O:9])[CH:5]=[CH:4][C:3]=1[NH:11]/[CH:12]=[C:13](/[C:19]#[N:20])\[C:14]([O:16]CC)=O.CCCCCC. The catalyst is C1C=CC(C2C=CC=CC=2)=CC=1.C1C=CC(OC2C=CC=CC=2)=CC=1. The product is [Cl:1][C:2]1[CH:7]=[C:6]([N+:8]([O-:10])=[O:9])[CH:5]=[C:4]2[C:3]=1[N:11]=[CH:12][C:13]([C:19]#[N:20])=[C:14]2[OH:16]. The yield is 0.900. (5) The reactants are [NH2:1][C:2]1[N:10]=[C:9]([Cl:11])[CH:8]=[CH:7][C:3]=1[C:4]([OH:6])=O.Cl.[C:13]1([CH2:19][O:20][C:21]2[CH:26]=[CH:25][C:24]([CH2:27][NH2:28])=[CH:23][CH:22]=2)[CH:18]=[CH:17][CH:16]=[CH:15][CH:14]=1.CN([P+](ON1N=NC2C=CC=CC1=2)(N(C)C)N(C)C)C.F[P-](F)(F)(F)(F)F.C(N(CC)CC)C. The catalyst is CN(C)C=O.C(OCC)(=O)C. The product is [NH2:1][C:2]1[N:10]=[C:9]([Cl:11])[CH:8]=[CH:7][C:3]=1[C:4]([NH:28][CH2:27][C:24]1[CH:25]=[CH:26][C:21]([O:20][CH2:19][C:13]2[CH:18]=[CH:17][CH:16]=[CH:15][CH:14]=2)=[CH:22][CH:23]=1)=[O:6]. The yield is 0.720. (6) The reactants are [CH:1](=O)[C:2]1[C:3](=[CH:5][CH:6]=[CH:7][CH:8]=1)[OH:4].[CH:10]1[C:15]([C:16]([NH:18][NH2:19])=[O:17])=[CH:14][CH:13]=[N:12][CH:11]=1. No catalyst specified. The product is [OH:4][C:3]1[CH:5]=[CH:6][CH:7]=[CH:8][C:2]=1[CH:1]=[N:19][NH:18][C:16](=[O:17])[C:15]1[CH:14]=[CH:13][N:12]=[CH:11][CH:10]=1. The yield is 0.520. (7) The reactants are [CH:1]1([CH2:7][C:8]2[O:12][C:11]([C:13]([O:15]CC)=O)=[N:10][C:9]=2[C:18]2[CH:23]=[C:22]([C:24]([CH3:27])([CH3:26])[CH3:25])[CH:21]=[C:20]([C:28]([CH3:31])([CH3:30])[CH3:29])[CH:19]=2)[CH2:6][CH2:5][CH2:4][CH2:3][CH2:2]1.C1COCC1.[NH3:37]. The yield is 0.250. No catalyst specified. The product is [CH:1]1([CH2:7][C:8]2[O:12][C:11]([C:13]([NH2:37])=[O:15])=[N:10][C:9]=2[C:18]2[CH:23]=[C:22]([C:24]([CH3:27])([CH3:26])[CH3:25])[CH:21]=[C:20]([C:28]([CH3:30])([CH3:31])[CH3:29])[CH:19]=2)[CH2:2][CH2:3][CH2:4][CH2:5][CH2:6]1.